From a dataset of Rat liver microsome stability data. Regression/Classification. Given a drug SMILES string, predict its absorption, distribution, metabolism, or excretion properties. Task type varies by dataset: regression for continuous measurements (e.g., permeability, clearance, half-life) or binary classification for categorical outcomes (e.g., BBB penetration, CYP inhibition). Dataset: rlm. (1) The molecule is CCOc1cc(NC(=O)C2(NC(=O)c3ccc4c(C5CCCC5)c(-c5ncc(Cl)cn5)n(C)c4c3)CCC2)ccc1C=CC(=O)OCCN(C)C. The result is 1 (stable in rat liver microsomes). (2) The compound is CCCCNC(=O)c1ccc(NC(=O)Nc2ccc(-c3nc(N4CCOCC4)c4nnn(CC)c4n3)cc2)cc1. The result is 1 (stable in rat liver microsomes).